From a dataset of Forward reaction prediction with 1.9M reactions from USPTO patents (1976-2016). Predict the product of the given reaction. (1) The product is: [C:14]([O:18][C:19](=[O:23])[CH2:20][CH2:21][NH:22][CH2:9][C:8]1[CH:11]=[CH:12][C:5]([C:1]([CH3:4])([CH3:3])[CH3:2])=[CH:6][CH:7]=1)([CH3:17])([CH3:16])[CH3:15]. Given the reactants [C:1]([C:5]1[CH:12]=[CH:11][C:8]([CH:9]=O)=[CH:7][CH:6]=1)([CH3:4])([CH3:3])[CH3:2].Cl.[C:14]([O:18][C:19](=[O:23])[CH2:20][CH2:21][NH2:22])([CH3:17])([CH3:16])[CH3:15].C(N(CC)CC)C.[BH4-].[Na+], predict the reaction product. (2) Given the reactants [CH3:1][C:2]([S:5]([NH2:7])=[O:6])([CH3:4])[CH3:3].[CH3:8][C:9]([CH3:11])=O, predict the reaction product. The product is: [C:9](=[N:7][S:5]([C:2]([CH3:4])([CH3:3])[CH3:1])=[O:6])([CH3:11])[CH3:8]. (3) Given the reactants [CH:1]1([NH:4][C:5]([CH2:7][CH2:8][C:9]2[C:10]([CH3:32])=[N:11][O:12][C:13]=2[C:14]2[CH:19]=[CH:18][C:17]([C:20]3[CH:25]=[CH:24][C:23]([C:26]4([C:29]([OH:31])=[O:30])[CH2:28][CH2:27]4)=[CH:22][CH:21]=3)=[CH:16][CH:15]=2)=[O:6])[CH2:3][CH2:2]1.I[CH3:34], predict the reaction product. The product is: [CH:1]1([N:4]([CH3:34])[C:5]([CH2:7][CH2:8][C:9]2[C:10]([CH3:32])=[N:11][O:12][C:13]=2[C:14]2[CH:19]=[CH:18][C:17]([C:20]3[CH:25]=[CH:24][C:23]([C:26]4([C:29]([OH:31])=[O:30])[CH2:28][CH2:27]4)=[CH:22][CH:21]=3)=[CH:16][CH:15]=2)=[O:6])[CH2:2][CH2:3]1. (4) The product is: [Cl:1][C:2]1[CH:23]=[CH:6][C:5]([CH2:8][N:9]2[CH:10]=[CH:11][C:16]3[C:21](=[O:22])[O:20][CH2:19][C:17]2=3)=[CH:4][CH:3]=1. Given the reactants [Cl:1][C:2]1N=[CH:6][C:5]([CH2:8][NH:9][CH2:10][CH:11](OC)OC)=[CH:4][CH:3]=1.[CH2:16]1[C:21](=[O:22])[O:20][CH2:19][C:17]1=O.[C:23]1(C)C=CC(S(O)(=O)=O)=CC=1, predict the reaction product. (5) The product is: [C:32]1([O:31][C:29](=[O:30])[N:18]([C@@H:16]2[C@@H:15]([C:20]3[CH:25]=[CH:24][C:23]([Cl:26])=[C:22]([Cl:27])[CH:21]=3)[CH2:14][N:13]([C:11]([CH:8]3[CH2:9][CH2:10][N:5]([CH2:4][CH:1]4[CH2:3][CH2:2]4)[CH2:6][CH2:7]3)=[O:12])[CH2:17]2)[CH3:19])[CH:37]=[CH:36][CH:35]=[CH:34][CH:33]=1. Given the reactants [CH:1]1([CH2:4][N:5]2[CH2:10][CH2:9][CH:8]([C:11]([N:13]3[CH2:17][C@H:16]([NH:18][CH3:19])[C@@H:15]([C:20]4[CH:25]=[CH:24][C:23]([Cl:26])=[C:22]([Cl:27])[CH:21]=4)[CH2:14]3)=[O:12])[CH2:7][CH2:6]2)[CH2:3][CH2:2]1.Cl[C:29]([O:31][C:32]1[CH:37]=[CH:36][CH:35]=[CH:34][CH:33]=1)=[O:30], predict the reaction product. (6) Given the reactants Cl[C:2]1[CH:7]=[CH:6][N:5]2[N:8]=[C:9]([C:23]3[CH:28]=[CH:27][C:26]([F:29])=[CH:25][CH:24]=3)[C:10]([C:11]3[CH:16]=[CH:15][N:14]=[C:13]([NH:17][CH:18]4[CH2:22][CH2:21][CH2:20][CH2:19]4)[N:12]=3)=[C:4]2[CH:3]=1.[CH:30]([NH2:33])([CH3:32])[CH3:31].C1(P(C2C=CC=CC=2)C2C=CC3C(=CC=CC=3)C=2C2C3C(=CC=CC=3)C=CC=2P(C2C=CC=CC=2)C2C=CC=CC=2)C=CC=CC=1.C(=O)([O-])[O-].[Cs+].[Cs+], predict the reaction product. The product is: [CH:18]1([NH:17][C:13]2[N:12]=[C:11]([C:10]3[C:9]([C:23]4[CH:28]=[CH:27][C:26]([F:29])=[CH:25][CH:24]=4)=[N:8][N:5]4[CH:6]=[CH:7][C:2]([NH:33][CH:30]([CH3:32])[CH3:31])=[CH:3][C:4]=34)[CH:16]=[CH:15][N:14]=2)[CH2:22][CH2:21][CH2:20][CH2:19]1. (7) Given the reactants [NH2:1][C:2]1[C:3]2[N:4]([C:8]([C@H:24]3[CH2:29][CH2:28][C@H:27]([C:30]([OH:32])=O)[CH2:26][CH2:25]3)=[N:9][C:10]=2[C:11]2[CH:16]=[CH:15][C:14]([O:17][C:18]3[CH:23]=[CH:22][CH:21]=[CH:20][CH:19]=3)=[CH:13][CH:12]=2)[CH:5]=[CH:6][N:7]=1.N.CC(O)C.C[N:39](C(ON1N=NC2C=CC=CC1=2)=[N+](C)C)C.[B-](F)(F)(F)F.CCN(C(C)C)C(C)C.CN(C=O)C, predict the reaction product. The product is: [NH2:1][C:2]1[C:3]2[N:4]([C:8]([C@H:24]3[CH2:29][CH2:28][C@H:27]([C:30]([NH2:39])=[O:32])[CH2:26][CH2:25]3)=[N:9][C:10]=2[C:11]2[CH:12]=[CH:13][C:14]([O:17][C:18]3[CH:23]=[CH:22][CH:21]=[CH:20][CH:19]=3)=[CH:15][CH:16]=2)[CH:5]=[CH:6][N:7]=1. (8) The product is: [NH2:26][C:21]1[CH:22]=[CH:23][CH:24]=[CH:25][C:20]=1[NH:27][C:12]([C:8]1[N:9]=[CH:10][S:11][C:7]=1[N:6]([C:4](=[O:5])[C:3]1[C:15]([F:19])=[CH:16][CH:17]=[CH:18][C:2]=1[F:1])[CH2:28][C:36]1[CH:37]=[CH:32][C:33]([O:44][CH3:43])=[CH:34][CH:35]=1)=[O:14]. Given the reactants [F:1][C:2]1[CH:18]=[CH:17][CH:16]=[C:15]([F:19])[C:3]=1[C:4]([NH:6][C:7]1[S:11][CH:10]=[N:9][C:8]=1[C:12]([OH:14])=O)=[O:5].[C:20]1([NH2:27])[CH:25]=[CH:24][CH:23]=[CH:22][C:21]=1[NH2:26].[CH2:28](Cl)CCl.[CH:32]1[CH:33]=[CH:34][C:35]2N(O)N=N[C:36]=2[CH:37]=1.C[CH2:43][O:44]C(C)=O, predict the reaction product.